From a dataset of Reaction yield outcomes from USPTO patents with 853,638 reactions. Predict the reaction yield, written as a fraction of the theoretical maximum amount of product (1.0 means a 100% yield; for example, 0.34 means a 34% yield). (1) The reactants are [Cl:1][C:2]1[CH:9]=[C:8]([Cl:10])[CH:7]=[CH:6][C:3]=1[CH2:4][NH2:5].F[C:12]1[CH:20]=[N:19][CH:18]=[CH:17][C:13]=1[C:14]([OH:16])=[O:15]. No catalyst specified. The product is [Cl:1][C:2]1[CH:9]=[C:8]([Cl:10])[CH:7]=[CH:6][C:3]=1[CH2:4][NH:5][C:17]1[CH:18]=[N:19][CH:20]=[CH:12][C:13]=1[C:14]([OH:16])=[O:15]. The yield is 0.420. (2) The product is [CH:1]([C:4]1[CH:5]=[CH:6][C:7]([CH:10]2[C:14]3[C:15]([CH3:33])=[C:16]([NH:21][CH2:22][CH2:23][C:24]4[CH:25]=[CH:26][C:27]([O:30][CH3:31])=[CH:28][CH:29]=4)[C:17]([CH3:20])=[C:18]([CH3:19])[C:13]=3[O:12][C:11]2([CH3:35])[CH3:34])=[CH:8][CH:9]=1)([CH3:3])[CH3:2]. The reactants are [CH:1]([C:4]1[CH:9]=[CH:8][C:7]([CH:10]2[C:14]3[C:15]([CH3:33])=[C:16]([NH:21][C:22](=O)[CH2:23][C:24]4[CH:29]=[CH:28][C:27]([O:30][CH3:31])=[CH:26][CH:25]=4)[C:17]([CH3:20])=[C:18]([CH3:19])[C:13]=3[O:12][C:11]2([CH3:35])[CH3:34])=[CH:6][CH:5]=1)([CH3:3])[CH3:2]. The catalyst is CCCCCC. The yield is 0.660. (3) The reactants are [CH2:1]([C:5]1[N:6]=[C:7]([CH2:27][CH3:28])[NH:8][C:9](=[O:26])[C:10]=1[CH2:11][C:12]1[CH:17]=[CH:16][C:15]([C:18]2[C:19]([C:24]#[N:25])=[CH:20][CH:21]=[CH:22][CH:23]=2)=[CH:14][CH:13]=1)[CH2:2][CH2:3][CH3:4].[O:29]1[C:33]2[CH:34]=[CH:35][C:36](B(O)O)=[CH:37][C:32]=2[CH2:31][CH2:30]1.N1C=CC=CC=1.C(N(CC)CC)C. The catalyst is C(OCC)(=O)C.C([O-])(=O)C.[Cu+2].C([O-])(=O)C.ClCCl. The product is [CH2:1]([C:5]1[N:6]=[C:7]([CH2:27][CH3:28])[N:8]([C:36]2[CH:35]=[CH:34][C:33]3[O:29][CH2:30][CH2:31][C:32]=3[CH:37]=2)[C:9](=[O:26])[C:10]=1[CH2:11][C:12]1[CH:17]=[CH:16][C:15]([C:18]2[C:19]([C:24]#[N:25])=[CH:20][CH:21]=[CH:22][CH:23]=2)=[CH:14][CH:13]=1)[CH2:2][CH2:3][CH3:4]. The yield is 0.820.